Predict the product of the given reaction. From a dataset of Forward reaction prediction with 1.9M reactions from USPTO patents (1976-2016). (1) Given the reactants [OH:1][C:2]1[CH:10]=[CH:9][C:5](C(O)=O)=[CH:4][C:3]=1[N+:11]([O-:13])=[O:12].C1C=CC2N(O)N=NC=2C=1.CC(C)N=C=NC(C)C, predict the reaction product. The product is: [N+:11]([C:3]1[CH:4]=[CH:5][CH:9]=[CH:10][C:2]=1[OH:1])([O-:13])=[O:12]. (2) Given the reactants [CH2:1]([C:5]1[N:6]=[C:7]([CH3:27])[NH:8][C:9](=[O:26])[C:10]=1[CH2:11][C:12]1[CH:17]=[CH:16][C:15]([C:18]2[C:19]([C:24]#[N:25])=[CH:20][CH:21]=[CH:22][CH:23]=2)=[CH:14][CH:13]=1)[CH2:2][CH2:3][CH3:4].[Si]([O:35][C:36]1[CH:37]=[C:38](B(O)O)[CH:39]=[CH:40][CH:41]=1)(C(C)(C)C)(C)C.C(N(CC)CC)C.N1C=CC=CC=1, predict the reaction product. The product is: [CH2:1]([C:5]1[N:6]=[C:7]([CH3:27])[N:8]([C:40]2[CH:39]=[CH:38][CH:37]=[C:36]([OH:35])[CH:41]=2)[C:9](=[O:26])[C:10]=1[CH2:11][C:12]1[CH:17]=[CH:16][C:15]([C:18]2[C:19]([C:24]#[N:25])=[CH:20][CH:21]=[CH:22][CH:23]=2)=[CH:14][CH:13]=1)[CH2:2][CH2:3][CH3:4]. (3) Given the reactants [F:1][C:2]1[CH:7]=[CH:6][CH:5]=[C:4]([F:8])[C:3]=1[CH2:9][C:10](O)=[O:11].CSC.B, predict the reaction product. The product is: [F:1][C:2]1[CH:7]=[CH:6][CH:5]=[C:4]([F:8])[C:3]=1[CH2:9][CH2:10][OH:11]. (4) Given the reactants [OH:1][C:2]1[CH:3]=[C:4]([CH:7]=[C:8]([O:11][CH3:12])[C:9]=1[OH:10])[CH:5]=[O:6].Br[CH2:14][CH2:15]Br.C(=O)([O-])[O-].[K+].[K+], predict the reaction product. The product is: [CH3:12][O:11][C:8]1[C:9]2[O:10][CH2:14][CH2:15][O:1][C:2]=2[CH:3]=[C:4]([CH:5]=[O:6])[CH:7]=1. (5) Given the reactants [NH:1]1[C:9]2[C:4](=[CH:5][CH:6]=[C:7]([CH2:10][C:11]([NH:13][C@@H:14]([C:16]3[CH:21]=[CH:20][C:19]([O:22][CH2:23][C:24]([F:27])([F:26])[F:25])=[CH:18][N:17]=3)[CH3:15])=[O:12])[CH:8]=2)[CH:3]=[CH:2]1.[CH2:28]([Mg]Br)C.IC, predict the reaction product. The product is: [CH3:28][C:3]1[C:4]2[C:9](=[CH:8][C:7]([CH2:10][C:11]([NH:13][C@@H:14]([C:16]3[CH:21]=[CH:20][C:19]([O:22][CH2:23][C:24]([F:25])([F:27])[F:26])=[CH:18][N:17]=3)[CH3:15])=[O:12])=[CH:6][CH:5]=2)[NH:1][CH:2]=1. (6) The product is: [BrH:1].[Cl:15][C:8]1[CH:9]=[CH:10][CH:11]=[C:12]2[C:7]=1[CH:6]=[C:5]([C:3]1[N:19]3[CH2:20][CH2:21][N:17]=[C:18]3[S:22][C:2]=1[CH3:16])[CH:14]=[CH:13]2. Given the reactants [Br:1][CH:2]([CH3:16])[C:3]([C:5]1[CH:14]=[CH:13][C:12]2[C:7](=[C:8]([Cl:15])[CH:9]=[CH:10][CH:11]=2)[CH:6]=1)=O.[NH:17]1[CH2:21][CH2:20][NH:19][C:18]1=[S:22].CC(O)=O, predict the reaction product. (7) Given the reactants [Br:1][C:2]1[CH:9]=[CH:8][C:5]([CH2:6][OH:7])=[CH:4][CH:3]=1.[H-].[Na+].Br[CH2:13][CH2:14][CH2:15][CH3:16], predict the reaction product. The product is: [Br:1][C:2]1[CH:9]=[CH:8][C:5]([CH2:6][O:7][CH2:13][CH2:14][CH2:15][CH3:16])=[CH:4][CH:3]=1.